This data is from Catalyst prediction with 721,799 reactions and 888 catalyst types from USPTO. The task is: Predict which catalyst facilitates the given reaction. Reactant: [CH3:1][N:2]1[C:15]2[C:10](=[CH:11][CH:12]=[CH:13][CH:14]=2)[C:4]2([CH2:9][CH2:8][NH:7][CH2:6][CH2:5]2)[CH2:3]1.Br[CH2:17][C:18]1[CH:26]=[CH:25][C:21]([C:22]([OH:24])=[O:23])=[CH:20][CH:19]=1.C(N(CC)C(C)C)(C)C. Product: [CH3:1][N:2]1[C:15]2[C:10](=[CH:11][CH:12]=[CH:13][CH:14]=2)[C:4]2([CH2:5][CH2:6][N:7]([CH2:17][C:18]3[CH:26]=[CH:25][C:21]([C:22]([OH:24])=[O:23])=[CH:20][CH:19]=3)[CH2:8][CH2:9]2)[CH2:3]1. The catalyst class is: 8.